From a dataset of Catalyst prediction with 721,799 reactions and 888 catalyst types from USPTO. Predict which catalyst facilitates the given reaction. (1) Reactant: [CH3:1][O:2][C:3]1[CH:4]=[C:5]([Mg]Br)[CH:6]=[CH:7][CH:8]=1.[Cl:11][C:12]1[CH:20]=[C:19]2[C:15]([C:16](=[O:22])[C:17](=[O:21])[NH:18]2)=[CH:14][CH:13]=1. Product: [Cl:11][C:12]1[CH:20]=[C:19]2[C:15]([C:16]([OH:22])([C:5]3[CH:6]=[CH:7][CH:8]=[C:3]([O:2][CH3:1])[CH:4]=3)[C:17](=[O:21])[NH:18]2)=[CH:14][CH:13]=1. The catalyst class is: 7. (2) The catalyst class is: 8. Product: [NH2:20][C:19]1[C:3]2[C:4]([C:12]3[CH:17]=[CH:16][CH:15]=[CH:14][C:13]=3[Cl:18])=[N:5][C:6]([NH:8][CH:9]3[CH2:11][CH2:10]3)=[N:7][C:2]=2[S:21][C:22]=1[C:23]([NH2:25])=[O:24]. Reactant: Cl[C:2]1[N:7]=[C:6]([NH:8][CH:9]2[CH2:11][CH2:10]2)[N:5]=[C:4]([C:12]2[CH:17]=[CH:16][CH:15]=[CH:14][C:13]=2[Cl:18])[C:3]=1[C:19]#[N:20].[SH:21][CH2:22][C:23]([NH2:25])=[O:24].C(=O)([O-])[O-].[Na+].[Na+].[O-]CC.[Na+]. (3) Reactant: Br[C:2]1[CH:7]=[CH:6][C:5]([O:8][CH3:9])=[C:4]([N+:10]([O-:12])=[O:11])[CH:3]=1.[NH:13]1[CH2:18][CH2:17][O:16][CH2:15][CH2:14]1.CC1(C)C2C(=C(P(C3C=CC=CC=3)C3C=CC=CC=3)C=CC=2)OC2C(P(C3C=CC=CC=3)C3C=CC=CC=3)=CC=CC1=2.CC(C)([O-])C.[Na+]. The catalyst class is: 62. Product: [CH3:9][O:8][C:5]1[CH:6]=[CH:7][C:2]([N:13]2[CH2:18][CH2:17][O:16][CH2:15][CH2:14]2)=[CH:3][C:4]=1[N+:10]([O-:12])=[O:11]. (4) Reactant: [N+:1]([C:4]1[CH:9]=[CH:8][CH:7]=[CH:6][C:5]=1F)([O-:3])=[O:2].[CH:11]1[CH:12]=[CH:13][C:14]([NH2:22])=[C:15]([C:17]([CH2:19][CH2:20][NH2:21])=[O:18])[CH:16]=1.C(=O)([O-])[O-].[K+].[K+]. Product: [NH2:22][C:14]1[CH:13]=[CH:12][CH:11]=[CH:16][C:15]=1[C:17]([CH:19]([C:5]1[CH:6]=[CH:7][CH:8]=[CH:9][C:4]=1[N+:1]([O-:3])=[O:2])[CH2:20][NH2:21])=[O:18]. The catalyst class is: 3. (5) Reactant: [C:1]([N:5]1[CH2:14][CH2:13][C:12]2[C:7](=[CH:8][N:9]=[C:10]([O:15]C)[CH:11]=2)[CH2:6]1)([CH3:4])([CH3:3])[CH3:2].Br. Product: [C:1]([N:5]1[CH2:14][CH2:13][C:12]2[C:7](=[CH:8][N:9]=[C:10]([OH:15])[CH:11]=2)[CH2:6]1)([CH3:4])([CH3:2])[CH3:3]. The catalyst class is: 15.